This data is from Reaction yield outcomes from USPTO patents with 853,638 reactions. The task is: Predict the reaction yield, written as a fraction of the theoretical maximum amount of product (1.0 means a 100% yield; for example, 0.34 means a 34% yield). (1) The reactants are Cl[C:2]1[C:7]([C:8]([NH:10][CH2:11][C:12]2[CH:17]=[C:16]([F:18])[CH:15]=[C:14](F)[CH:13]=2)=[O:9])=[C:6]([CH3:20])[CH:5]=[C:4]([Cl:21])[N:3]=1.C([O-])([O-])=O.[K+].[K+].[CH2:28]([SH:30])[CH3:29].O. The catalyst is CN(C=O)C. The product is [Cl:21][C:4]1[N:3]=[C:2]([S:30][CH2:28][CH3:29])[C:7]([C:8]([NH:10][CH2:11][C:12]2[CH:13]=[CH:14][CH:15]=[C:16]([F:18])[CH:17]=2)=[O:9])=[C:6]([CH3:20])[CH:5]=1. The yield is 0.760. (2) The reactants are [N:1]1[CH:6]=[CH:5][CH:4]=[CH:3][C:2]=1[C:7]1[N:12]=[C:11]([OH:13])[C:10]([C:14]#[C:15][Si](C)(C)C)=[CH:9][N:8]=1.Cl[CH2:21][C:22]1[CH:27]=[CH:26][C:25]([O:28][CH3:29])=[CH:24][CH:23]=1.C(N(CC)CC)C.O. The catalyst is CN(C=O)C. The product is [C:14]([C:10]1[C:11]([O:13][CH2:21][C:22]2[CH:27]=[CH:26][C:25]([O:28][CH3:29])=[CH:24][CH:23]=2)=[N:12][C:7]([C:2]2[CH:3]=[CH:4][CH:5]=[CH:6][N:1]=2)=[N:8][CH:9]=1)#[CH:15]. The yield is 0.250. (3) The reactants are C[O:2][C:3]1[CH:4]=[C:5]2[C:10](=[CH:11][CH:12]=1)[C:9](=[O:13])[NH:8][CH2:7][CH2:6]2.Cl.[NH+]1C=CC=CC=1. The catalyst is O. The product is [OH:2][C:3]1[CH:4]=[C:5]2[C:10](=[CH:11][CH:12]=1)[C:9](=[O:13])[NH:8][CH2:7][CH2:6]2. The yield is 0.390. (4) The reactants are Cl[C:2]1[N:7]([C:8]2[CH:13]=[CH:12][CH:11]=[C:10]([N+:14]([O-:16])=[O:15])[CH:9]=2)[C:6](=[O:17])[N:5]([CH:18]2[CH2:20][CH2:19]2)[C:4](=[O:21])[CH:3]=1.C(O)C.[CH3:25][NH2:26]. The catalyst is CO. The product is [CH:18]1([N:5]2[C:4](=[O:21])[CH:3]=[C:2]([NH:26][CH3:25])[N:7]([C:8]3[CH:13]=[CH:12][CH:11]=[C:10]([N+:14]([O-:16])=[O:15])[CH:9]=3)[C:6]2=[O:17])[CH2:20][CH2:19]1. The yield is 0.550. (5) The product is [C:15]([N:2]1[C:3](=[O:8])[CH:4]2[CH2:7][CH:1]1[CH:6]=[CH:5]2)(=[O:19])[CH:16]([CH3:18])[CH3:17]. The yield is 0.760. The catalyst is C(#N)C. The reactants are [CH:1]12[CH2:7][CH:4]([CH:5]=[CH:6]1)[C:3](=[O:8])[NH:2]2.N1C=CC=CC=1.[C:15](Cl)(=[O:19])[CH:16]([CH3:18])[CH3:17].O. (6) The reactants are [NH2:1][C:2]1[N:7]=[CH:6][C:5]([C:8]2[CH:9]=[N:10][N:11]([CH:13]3[CH2:18][CH2:17][N:16](C(OC(C)(C)C)=O)[CH2:15][CH2:14]3)[CH:12]=2)=[CH:4][C:3]=1[C:26]1[N:30]([C:31]2[CH:36]=[CH:35][C:34]([CH3:37])=[C:33]([F:38])[C:32]=2[F:39])[N:29]=[N:28][N:27]=1.[ClH:40].O1CCOCC1. No catalyst specified. The product is [ClH:40].[ClH:40].[F:39][C:32]1[C:33]([F:38])=[C:34]([CH3:37])[CH:35]=[CH:36][C:31]=1[N:30]1[C:26]([C:3]2[C:2]([NH2:1])=[N:7][CH:6]=[C:5]([C:8]3[CH:9]=[N:10][N:11]([CH:13]4[CH2:18][CH2:17][NH:16][CH2:15][CH2:14]4)[CH:12]=3)[CH:4]=2)=[N:27][N:28]=[N:29]1. The yield is 0.990. (7) The product is [CH3:23][S:24]([C:27]1[CH:32]=[C:31]([C:2]2[CH:7]=[CH:6][C:5]([C:8]3[C:9]([NH2:22])=[N:10][C:11]4[C:16]([N:17]=3)=[CH:15][CH:14]=[CH:13][C:12]=4[C:18]([F:21])([F:20])[F:19])=[CH:4][CH:3]=2)[CH:30]=[CH:29][CH:28]=1)(=[O:26])=[O:25]. The yield is 0.380. The reactants are Br[C:2]1[CH:7]=[CH:6][C:5]([C:8]2[C:9]([NH2:22])=[N:10][C:11]3[C:16]([N:17]=2)=[CH:15][CH:14]=[CH:13][C:12]=3[C:18]([F:21])([F:20])[F:19])=[CH:4][CH:3]=1.[CH3:23][S:24]([C:27]1[CH:28]=[C:29](B(O)O)[CH:30]=[CH:31][CH:32]=1)(=[O:26])=[O:25].P([O-])([O-])([O-])=O.[K+].[K+].[K+]. The catalyst is O1CCOCC1.[Pd].C1(P(C2C=CC=CC=2)C2C=CC=CC=2)C=CC=CC=1.C1(P(C2C=CC=CC=2)C2C=CC=CC=2)C=CC=CC=1.C1(P(C2C=CC=CC=2)C2C=CC=CC=2)C=CC=CC=1.C1(P(C2C=CC=CC=2)C2C=CC=CC=2)C=CC=CC=1. (8) The reactants are [Cl:1][C:2]1[N:7]=[C:6]2[NH:8][C:9](=[O:47])[C@:10]3([C:18]4([CH2:23][CH2:22][C:21]([CH3:25])([CH3:24])[CH2:20][CH2:19]4)[N:17]4[C@@H:12]([C:13](=[O:38])[O:14][C@@H:15]([C:32]5[CH:37]=[CH:36][CH:35]=[CH:34][CH:33]=5)[C@H:16]4[C:26]4[CH:31]=[CH:30][CH:29]=[CH:28][CH:27]=4)[C@@H:11]3[C:39]3[CH:44]=[CH:43][CH:42]=[C:41]([Cl:45])[C:40]=3[F:46])[C:5]2=[CH:4][CH:3]=1.[NH2:48][C@H:49]1[CH2:54][CH2:53][C@H:52]([CH2:55][OH:56])[CH2:51][CH2:50]1. No catalyst specified. The product is [Cl:1][C:2]1[N:7]=[C:6]2[NH:8][C:9](=[O:47])[C:10]3([C@@H:11]([C:39]4[CH:44]=[CH:43][CH:42]=[C:41]([Cl:45])[C:40]=4[F:46])[C@H:12]([C:13]([NH:48][C@H:49]4[CH2:54][CH2:53][C@H:52]([CH2:55][OH:56])[CH2:51][CH2:50]4)=[O:38])[N:17]([C@H:16]([C:26]4[CH:31]=[CH:30][CH:29]=[CH:28][CH:27]=4)[C@@H:15]([OH:14])[C:32]4[CH:33]=[CH:34][CH:35]=[CH:36][CH:37]=4)[C:18]43[CH2:23][CH2:22][C:21]([CH3:25])([CH3:24])[CH2:20][CH2:19]4)[C:5]2=[CH:4][CH:3]=1. The yield is 0.830. (9) The reactants are Br[C:2]1[CH:3]=[C:4]([O:12][CH3:13])[C:5]([O:10][CH3:11])=[C:6]([O:8][CH3:9])[CH:7]=1.C([Li])(C)(C)C.[CH3:19][C:20]12[CH:29]([CH:30]=[O:31])[CH2:28][CH2:27][CH:26]=[C:25]1[CH2:24][C:23]1([S:35][CH2:34][CH2:33][S:32]1)[CH2:22][CH2:21]2. The catalyst is CCOCC. The product is [CH3:19][C:20]12[CH:29]([CH:30]([C:2]3[CH:3]=[C:4]([O:12][CH3:13])[C:5]([O:10][CH3:11])=[C:6]([O:8][CH3:9])[CH:7]=3)[OH:31])[CH2:28][CH2:27][CH:26]=[C:25]1[CH2:24][C:23]1([S:32][CH2:33][CH2:34][S:35]1)[CH2:22][CH2:21]2. The yield is 0.730.